Dataset: Forward reaction prediction with 1.9M reactions from USPTO patents (1976-2016). Task: Predict the product of the given reaction. (1) Given the reactants [Li].[F:2][C:3]1[CH:4]=[N:5][C:6]2[N:7]([N:9]=[CH:10][C:11]=2[C:12]([O-:14])=O)[CH:8]=1.CN(C(ON1N=NC2C=CC=NC1=2)=[N+](C)C)C.F[P-](F)(F)(F)(F)F.CCN(C(C)C)C(C)C.[CH3:48][C@@H:49]1[NH:54][CH2:53][CH2:52][N:51]([S:55]([C:58]2[CH:63]=[CH:62][C:61]([C:64]([F:67])([F:66])[F:65])=[CH:60][CH:59]=2)(=[O:57])=[O:56])[CH2:50]1, predict the reaction product. The product is: [F:2][C:3]1[CH:4]=[N:5][C:6]2[N:7]([N:9]=[CH:10][C:11]=2[C:12]([N:54]2[CH2:53][CH2:52][N:51]([S:55]([C:58]3[CH:59]=[CH:60][C:61]([C:64]([F:67])([F:65])[F:66])=[CH:62][CH:63]=3)(=[O:56])=[O:57])[CH2:50][C@@H:49]2[CH3:48])=[O:14])[CH:8]=1. (2) The product is: [Cl:26][C:21]1[CH:22]=[CH:23][CH:24]=[CH:25][C:20]=1[N:19]1[C:15]([C:12]2[CH:13]=[CH:14][C:9]([OH:8])=[CH:10][CH:11]=2)=[C:16]([CH3:32])[C:17]([C:27]([O:29][CH2:30][CH3:31])=[O:28])=[N:18]1. Given the reactants C([O:8][C:9]1[CH:14]=[CH:13][C:12]([C:15]2[N:19]([C:20]3[CH:25]=[CH:24][CH:23]=[CH:22][C:21]=3[Cl:26])[N:18]=[C:17]([C:27]([O:29][CH2:30][CH3:31])=[O:28])[C:16]=2[CH3:32])=[CH:11][CH:10]=1)C1C=CC=CC=1.C(O)C, predict the reaction product. (3) Given the reactants [Cl:1][C:2]1[CH:7]=[CH:6][CH:5]=[C:4]([Cl:8])[C:3]=1[C:9]1[C:13]([C:14]([NH:16][C:17]2[CH:22]=[CH:21][C:20]([N:23]([CH2:26][CH3:27])[CH2:24][CH3:25])=[CH:19][C:18]=2[O:28]C)=[O:15])=[C:12]([CH3:30])[O:11][N:10]=1.B(Br)(Br)Br, predict the reaction product. The product is: [Cl:8][C:4]1[CH:5]=[CH:6][CH:7]=[C:2]([Cl:1])[C:3]=1[C:9]1[C:13]([C:14]([NH:16][C:17]2[CH:22]=[CH:21][C:20]([N:23]([CH2:26][CH3:27])[CH2:24][CH3:25])=[CH:19][C:18]=2[OH:28])=[O:15])=[C:12]([CH3:30])[O:11][N:10]=1.